From a dataset of Kir2.1 potassium channel HTS with 301,493 compounds. Binary Classification. Given a drug SMILES string, predict its activity (active/inactive) in a high-throughput screening assay against a specified biological target. (1) The compound is S(=O)(=O)(N1C(CCC1)C(=O)NC1C(C(CCC1)C)C)c1c2nsnc2ccc1. The result is 0 (inactive). (2) The compound is s1c(NC(=O)CCN2C(=O)c3c(C2=O)cccc3)c(c(c1C(OCC)=O)C)C(OCC)=O. The result is 0 (inactive). (3) The drug is O=C(NC1CCCCC1)Nc1cc(CC)ccc1. The result is 0 (inactive). (4) The molecule is O(c1cc(C(NC(=O)/C=C\c2occc2)c2cc(OC)c(OC)cc2)ccc1OC)C. The result is 0 (inactive).